Regression. Given two drug SMILES strings and cell line genomic features, predict the synergy score measuring deviation from expected non-interaction effect. From a dataset of NCI-60 drug combinations with 297,098 pairs across 59 cell lines. (1) Drug 1: C1CC(C1)(C(=O)O)C(=O)O.[NH2-].[NH2-].[Pt+2]. Drug 2: CC1=C(C(=CC=C1)Cl)NC(=O)C2=CN=C(S2)NC3=CC(=NC(=N3)C)N4CCN(CC4)CCO. Cell line: NCI-H322M. Synergy scores: CSS=-4.07, Synergy_ZIP=4.24, Synergy_Bliss=0.240, Synergy_Loewe=-8.49, Synergy_HSA=-7.83. (2) Drug 1: C1=CN(C=N1)CC(O)(P(=O)(O)O)P(=O)(O)O. Drug 2: C1CN(P(=O)(OC1)NCCCl)CCCl. Cell line: NCI-H226. Synergy scores: CSS=-3.90, Synergy_ZIP=2.53, Synergy_Bliss=1.10, Synergy_Loewe=-3.59, Synergy_HSA=-3.53. (3) Drug 1: C1=NC(=NC(=O)N1C2C(C(C(O2)CO)O)O)N. Drug 2: CC1=C(C(=O)C2=C(C1=O)N3CC4C(C3(C2COC(=O)N)OC)N4)N. Cell line: OVCAR-8. Synergy scores: CSS=46.6, Synergy_ZIP=-1.20, Synergy_Bliss=1.48, Synergy_Loewe=8.42, Synergy_HSA=9.56.